From a dataset of Full USPTO retrosynthesis dataset with 1.9M reactions from patents (1976-2016). Predict the reactants needed to synthesize the given product. (1) The reactants are: Cl[C:2]1[N:7]=[CH:6][N:5]=[C:4]([NH:8][S:9]([CH2:12][CH2:13][CH3:14])(=[O:11])=[O:10])[C:3]=1[C:15]1[CH:20]=[CH:19][C:18]([CH3:21])=[CH:17][CH:16]=1.CC(C)([O-])C.[K+].[CH2:28]([OH:31])[CH2:29][OH:30]. Given the product [OH:30][CH2:29][CH2:28][O:31][C:2]1[N:7]=[CH:6][N:5]=[C:4]([NH:8][S:9]([CH2:12][CH2:13][CH3:14])(=[O:11])=[O:10])[C:3]=1[C:15]1[CH:20]=[CH:19][C:18]([CH3:21])=[CH:17][CH:16]=1, predict the reactants needed to synthesize it. (2) Given the product [Cl:1][C:2]1[CH:3]=[N:4][CH:5]=[CH:6][C:7]=1[C:8]1[O:20][C:11]2[CH:12]=[CH:13][C:14]([C:16]([F:18])([F:17])[F:19])=[CH:15][C:10]=2[N:9]=1, predict the reactants needed to synthesize it. The reactants are: [Cl:1][C:2]1[CH:3]=[N:4][CH:5]=[CH:6][C:7]=1[CH:8]=[N:9][C:10]1[CH:15]=[C:14]([C:16]([F:19])([F:18])[F:17])[CH:13]=[CH:12][C:11]=1[OH:20].C(O)(=O)C.C(O)(=O)C.IC1C=CC=CC=1. (3) Given the product [C:1]1([SiH:7]([Cl:9])[Cl:8])[CH:6]=[CH:5][CH:4]=[CH:3][CH:2]=1, predict the reactants needed to synthesize it. The reactants are: [C:1]1([Si:7](Cl)([Cl:9])[Cl:8])[CH:6]=[CH:5][CH:4]=[CH:3][CH:2]=1.C[SiH](Cl)Cl.